The task is: Predict the reactants needed to synthesize the given product.. This data is from Full USPTO retrosynthesis dataset with 1.9M reactions from patents (1976-2016). (1) Given the product [C:2]1([CH3:19])[CH:3]=[CH:4][C:5]([S:8]([N:11]2[CH2:18][CH2:17][CH2:16][C@H:12]2[C:13]([NH:28][C@H:27]([C:26]([OH:33])=[O:25])[CH2:29][C:30](=[O:32])[NH2:31])=[O:15])(=[O:9])=[O:10])=[CH:6][CH:7]=1, predict the reactants needed to synthesize it. The reactants are: O.[C:2]1([CH3:19])[CH:7]=[CH:6][C:5]([S:8]([N:11]2[CH2:18][CH2:17][CH2:16][C@H:12]2[C:13]([OH:15])=O)(=[O:10])=[O:9])=[CH:4][CH:3]=1.Cl.C([O:25][C:26](=[O:33])[C@H:27]([CH2:29][C:30](=[O:32])[NH2:31])[NH2:28])(C)(C)C.FC(F)(F)C(O)=O. (2) Given the product [ClH:4].[CH3:19][N:6]([CH3:5])[CH2:7][C@H:8]([CH3:18])[C@:9]([C:11]1[CH:16]=[CH:15][CH:14]=[C:13]([OH:17])[CH:12]=1)([OH:10])[CH2:1][CH3:2], predict the reactants needed to synthesize it. The reactants are: [CH2:1]([Mg][Cl:4])[CH3:2].[CH3:5][N:6]([CH3:19])[CH2:7][CH:8]([CH3:18])[C:9]([C:11]1[CH:16]=[CH:15][CH:14]=[C:13]([OH:17])[CH:12]=1)=[O:10].[Cl-].[NH4+].CC(O)C.Cl. (3) The reactants are: [CH3:1][S:2]([C:5]1[CH:25]=[CH:24][C:8]([CH2:9][CH:10]2[CH2:15][CH:14]([C:16]([O:18]C)=[O:17])[CH2:13][CH2:12][N:11]2[C:20]([O:22][CH3:23])=[O:21])=[CH:7][CH:6]=1)(=[O:4])=[O:3].[Br-].[Li+].C(N(CC)CC)C.CC(OC)(C)C. Given the product [CH3:23][O:22][C:20]([N:11]1[CH2:12][CH2:13][CH:14]([C:16]([OH:18])=[O:17])[CH2:15][CH:10]1[CH2:9][C:8]1[CH:7]=[CH:6][C:5]([S:2]([CH3:1])(=[O:4])=[O:3])=[CH:25][CH:24]=1)=[O:21], predict the reactants needed to synthesize it. (4) Given the product [OH:4][CH2:3][CH:2]([NH:1][C:17]([NH:16][C:19]1[CH:24]=[CH:23][C:22]([C:25]2[N:29]=[CH:28][N:27]([C:30]3[CH:35]=[CH:34][C:33]([C:36]([F:39])([F:37])[F:38])=[CH:32][CH:31]=3)[N:26]=2)=[CH:21][CH:20]=1)=[S:18])[C:5]1[CH:6]=[CH:7][C:8]([O:11][C:12]([F:13])([F:14])[F:15])=[CH:9][CH:10]=1, predict the reactants needed to synthesize it. The reactants are: [NH2:1][CH:2]([C:5]1[CH:10]=[CH:9][C:8]([O:11][C:12]([F:15])([F:14])[F:13])=[CH:7][CH:6]=1)[CH2:3][OH:4].[N:16]([C:19]1[CH:24]=[CH:23][C:22]([C:25]2[N:29]=[CH:28][N:27]([C:30]3[CH:35]=[CH:34][C:33]([C:36]([F:39])([F:38])[F:37])=[CH:32][CH:31]=3)[N:26]=2)=[CH:21][CH:20]=1)=[C:17]=[S:18]. (5) Given the product [C:8]([O:12][C:6]([NH:5][S:2]([Cl:1])(=[O:4])=[O:3])=[O:7])([CH3:11])([CH3:10])[CH3:9], predict the reactants needed to synthesize it. The reactants are: [Cl:1][S:2]([N:5]=[C:6]=[O:7])(=[O:4])=[O:3].[C:8]([OH:12])([CH3:11])([CH3:10])[CH3:9].